Regression. Given a peptide amino acid sequence and an MHC pseudo amino acid sequence, predict their binding affinity value. This is MHC class I binding data. From a dataset of Peptide-MHC class I binding affinity with 185,985 pairs from IEDB/IMGT. (1) The peptide sequence is MSLVMAWRTI. The MHC is HLA-B51:01 with pseudo-sequence HLA-B51:01. The binding affinity (normalized) is 0.507. (2) The binding affinity (normalized) is 0.531. The peptide sequence is ASIIALVFL. The MHC is H-2-Kb with pseudo-sequence H-2-Kb. (3) The peptide sequence is GHHTNFESF. The MHC is HLA-A01:01 with pseudo-sequence HLA-A01:01. The binding affinity (normalized) is 0.0735. (4) The peptide sequence is VSIRGSHHK. The MHC is HLA-B15:01 with pseudo-sequence HLA-B15:01. The binding affinity (normalized) is 0.213.